From a dataset of Forward reaction prediction with 1.9M reactions from USPTO patents (1976-2016). Predict the product of the given reaction. (1) Given the reactants [OH-].[Na+].[CH3:3][C:4]1[C:5]([CH2:12][CH:13]=[CH2:14])=[C:6]([OH:11])[CH:7]=[C:8]([CH3:10])[CH:9]=1.Cl[CH:16]([F:18])[F:17].O, predict the reaction product. The product is: [F:17][CH:16]([O:11][C:6]1[CH:7]=[C:8]([CH3:10])[CH:9]=[C:4]([CH3:3])[C:5]=1[CH2:12][CH:13]=[CH2:14])[F:18]. (2) Given the reactants NC1C=CC(C2N=C(N3CCOCC3)C3=CC(CN(C)C)=CN3N=2)=CC=1.[OH:27][CH2:28][C:29]1[CH:30]=[C:31]([C:35]2[N:40]=[C:39]([N:41]3[CH2:46][CH2:45][O:44][CH2:43][CH2:42]3)[C:38]3=[CH:47][C:48]([C:50]([N:52]([CH3:54])[CH3:53])=O)=[CH:49][N:37]3[N:36]=2)[CH:32]=[CH:33][CH:34]=1, predict the reaction product. The product is: [CH3:54][N:52]([CH2:50][C:48]1[CH:47]=[C:38]2[N:37]([CH:49]=1)[N:36]=[C:35]([C:31]1[CH:30]=[C:29]([CH2:28][OH:27])[CH:34]=[CH:33][CH:32]=1)[N:40]=[C:39]2[N:41]1[CH2:42][CH2:43][O:44][CH2:45][CH2:46]1)[CH3:53]. (3) Given the reactants COC(=O)NC1([C:14]([N:16]2[CH2:20][CH2:19][CH2:18][CH:17]2[C:21]2[NH:22][C:23]([C:26]3[CH:31]=[CH:30][C:29]([C:32]4[CH:41]=[CH:40][C:39]5[C:34](=[CH:35][CH:36]=[C:37]([C:42]6[NH:43][C:44]([CH:47]7[CH2:51][CH2:50][CH2:49][N:48]7[C:52](=[O:62])[CH:53]([NH:57][C:58]([O:60][CH3:61])=[O:59])[CH:54]([CH3:56])[CH3:55])=[N:45][CH:46]=6)[CH:38]=5)[CH:33]=4)=[CH:28][CH:27]=3)=[CH:24][N:25]=2)=[O:15])CC2C(=CC=CC=2)C1.N[C:65]1(C(O)=O)[CH2:73][C:72]2[C:67](=[CH:68][CH:69]=[CH:70][CH:71]=2)[CH2:66]1, predict the reaction product. The product is: [CH3:61][O:60][C:58](=[O:59])[NH:57][C:73]1([C:14]([N:16]2[CH2:20][CH2:19][CH2:18][CH:17]2[C:21]2[NH:22][C:23]([C:26]3[CH:31]=[CH:30][C:29]([C:32]4[CH:41]=[CH:40][C:39]5[C:34](=[CH:35][CH:36]=[C:37]([C:42]6[NH:43][C:44]([CH:47]7[CH2:51][CH2:50][CH2:49][N:48]7[C:52](=[O:62])[CH:53]([NH:57][C:58]([O:60][CH3:61])=[O:59])[CH:54]([CH3:56])[CH3:55])=[N:45][CH:46]=6)[CH:38]=5)[CH:33]=4)=[CH:28][CH:27]=3)=[CH:24][N:25]=2)=[O:15])[C:72]2[C:67](=[CH:68][CH:69]=[CH:70][CH:71]=2)[CH2:66][CH2:65]1. (4) Given the reactants [CH3:1][C:2]1[N:16]=[C:15]([N:17]2[CH:21]=[N:20][CH:19]=[N:18]2)[CH:14]=[CH:13][C:3]=1[C:4]([O:6]C1N(C)N=CC=1)=O.C([N:24]([CH2:27][CH3:28])[CH2:25]C)C.CC(C)([OH:33])C#N.[C:35](#[N:37])C, predict the reaction product. The product is: [OH:33][C:27]1[N:24]([CH3:25])[N:37]=[CH:35][C:28]=1[C:4]([C:3]1[C:2]([CH3:1])=[N:16][C:15]([N:17]2[CH:21]=[N:20][CH:19]=[N:18]2)=[CH:14][CH:13]=1)=[O:6].